Dataset: Forward reaction prediction with 1.9M reactions from USPTO patents (1976-2016). Task: Predict the product of the given reaction. The product is: [C:12]1([CH:7]2[CH2:6][C:5]3[C:9](=[CH:10][CH:11]=[C:3]([OH:2])[CH:4]=3)[CH2:8]2)[CH:17]=[CH:16][CH:15]=[CH:14][CH:13]=1. Given the reactants C[O:2][C:3]1[CH:4]=[C:5]2[C:9](=[CH:10][CH:11]=1)[CH2:8][CH:7]([C:12]1[CH:17]=[CH:16][CH:15]=[CH:14][CH:13]=1)[CH2:6]2.Br, predict the reaction product.